The task is: Predict which catalyst facilitates the given reaction.. This data is from Catalyst prediction with 721,799 reactions and 888 catalyst types from USPTO. (1) Reactant: [C:1]([O:5][C:6]([NH:8][CH:9]1[CH2:14][CH2:13][N:12]([C:15]([O:17][CH2:18][C:19]2[CH:24]=[CH:23][CH:22]=[CH:21][CH:20]=2)=[O:16])[CH2:11][CH2:10]1)=[O:7])([CH3:4])([CH3:3])[CH3:2].[H-].[Na+].[CH2:27](I)[CH2:28][CH3:29].O. Product: [C:1]([O:5][C:6]([N:8]([CH2:27][CH2:28][CH3:29])[CH:9]1[CH2:10][CH2:11][N:12]([C:15]([O:17][CH2:18][C:19]2[CH:24]=[CH:23][CH:22]=[CH:21][CH:20]=2)=[O:16])[CH2:13][CH2:14]1)=[O:7])([CH3:4])([CH3:2])[CH3:3]. The catalyst class is: 1. (2) Reactant: [F:1][C:2]([F:34])([F:33])[C@:3]([C:7]1[N:8]=[N:9][N:10]([CH2:12][C:13]2[CH:22]=[C:21]3[C:16]([C:17]([C:26]4[CH:31]=[CH:30][C:29]([F:32])=[CH:28][CH:27]=4)=[CH:18][C:19]([CH:23]([OH:25])[CH3:24])=[N:20]3)=[CH:15][CH:14]=2)[CH:11]=1)([OH:6])[CH2:4][CH3:5].I[CH3:36].[H-].[Na+]. Product: [F:34][C:2]([F:1])([F:33])[C@:3]([C:7]1[N:8]=[N:9][N:10]([CH2:12][C:13]2[CH:22]=[C:21]3[C:16]([C:17]([C:26]4[CH:27]=[CH:28][C:29]([F:32])=[CH:30][CH:31]=4)=[CH:18][C:19]([CH:23]([O:25][CH3:36])[CH3:24])=[N:20]3)=[CH:15][CH:14]=2)[CH:11]=1)([OH:6])[CH2:4][CH3:5]. The catalyst class is: 1. (3) Reactant: [CH3:1][O:2][C:3]1[CH:15]=[CH:14][C:6]([CH2:7][N:8]2[C:12]([NH2:13])=[CH:11][CH:10]=[N:9]2)=[CH:5][CH:4]=1.C([O:18][CH:19]=[C:20]([C:26](OCC)=O)[C:21]([O:23][CH2:24][CH3:25])=[O:22])C. Product: [OH:18][C:19]1[C:20]([C:21]([O:23][CH2:24][CH3:25])=[O:22])=[CH:26][N:13]=[C:12]2[N:8]([CH2:7][C:6]3[CH:5]=[CH:4][C:3]([O:2][CH3:1])=[CH:15][CH:14]=3)[N:9]=[CH:10][C:11]=12. The catalyst class is: 400. (4) Reactant: [Cl:1][C:2]1[CH:3]=[CH:4][C:5]2[N:11]3[CH:12]=[CH:13][CH:14]=[C:10]3[C@@H:9]([CH2:15][CH2:16][C:17]3[N:21]([CH2:22][C:23]([O:25]CC)=[O:24])[N:20]=[N:19][CH:18]=3)[O:8][C@H:7]([C:28]3[CH:33]=[CH:32][CH:31]=[C:30]([O:34][CH3:35])[C:29]=3[O:36][CH3:37])[C:6]=2[CH:38]=1.O.C(=O)([O-])[O-].[K+].[K+].C(O)(=O)CC(CC(O)=O)(C(O)=O)O. Product: [Cl:1][C:2]1[CH:3]=[CH:4][C:5]2[N:11]3[CH:12]=[CH:13][CH:14]=[C:10]3[C@@H:9]([CH2:15][CH2:16][C:17]3[N:21]([CH2:22][C:23]([OH:25])=[O:24])[N:20]=[N:19][CH:18]=3)[O:8][C@H:7]([C:28]3[CH:33]=[CH:32][CH:31]=[C:30]([O:34][CH3:35])[C:29]=3[O:36][CH3:37])[C:6]=2[CH:38]=1. The catalyst class is: 254. (5) Reactant: [Cl:1][C:2]1[CH:7]=[C:6]([Cl:8])[CH:5]=[CH:4][C:3]=1[OH:9].[H-].[Na+].Br[CH2:13][CH2:14][Cl:15]. Product: [Cl:1][C:2]1[CH:7]=[C:6]([Cl:8])[CH:5]=[CH:4][C:3]=1[O:9][CH2:13][CH2:14][Cl:15]. The catalyst class is: 9.